Dataset: CYP2C19 inhibition data for predicting drug metabolism from PubChem BioAssay. Task: Regression/Classification. Given a drug SMILES string, predict its absorption, distribution, metabolism, or excretion properties. Task type varies by dataset: regression for continuous measurements (e.g., permeability, clearance, half-life) or binary classification for categorical outcomes (e.g., BBB penetration, CYP inhibition). Dataset: cyp2c19_veith. (1) The drug is c1ccc(CCN2CCOCC2)nc1. The result is 0 (non-inhibitor). (2) The compound is Cc1ccc(F)cc1NC(=O)C12CC3CC(C1)CC(n1cnc([N+](=O)[O-])n1)(C3)C2. The result is 1 (inhibitor). (3) The drug is Cc1ccc(C(=O)Nc2ccc(S(=O)(=O)[O-])c3cc(S(=O)(=O)[O-])cc(S(=O)(=O)[O-])c23)cc1NC(=O)c1cccc(NC(=O)Nc2cccc(C(=O)Nc3cc(C(=O)Nc4ccc(S(=O)(=O)[O-])c5cc(S(=O)(=O)[O-])cc(S(=O)(=O)[O-])c45)ccc3C)c2)c1. The result is 0 (non-inhibitor).